Dataset: Forward reaction prediction with 1.9M reactions from USPTO patents (1976-2016). Task: Predict the product of the given reaction. (1) Given the reactants [C:1]([O:5][C:6]([N:8]1[CH2:13][CH2:12][NH:11][C:10](=[O:14])[CH2:9]1)=[O:7])([CH3:4])([CH3:3])[CH3:2].[H-].[Na+].[Br:17][C:18]1[CH:23]=[CH:22][C:21]([O:24][Si:25]([C:38]([CH3:41])([CH3:40])[CH3:39])([C:32]2[CH:37]=[CH:36][CH:35]=[CH:34][CH:33]=2)[C:26]2[CH:31]=[CH:30][CH:29]=[CH:28][CH:27]=2)=[CH:20][C:19]=1[CH2:42]OS(C)(=O)=O, predict the reaction product. The product is: [C:1]([O:5][C:6]([N:8]1[CH2:13][CH2:12][N:11]([CH2:42][C:19]2[CH:20]=[C:21]([O:24][Si:25]([C:38]([CH3:40])([CH3:39])[CH3:41])([C:32]3[CH:33]=[CH:34][CH:35]=[CH:36][CH:37]=3)[C:26]3[CH:31]=[CH:30][CH:29]=[CH:28][CH:27]=3)[CH:22]=[CH:23][C:18]=2[Br:17])[C:10](=[O:14])[CH2:9]1)=[O:7])([CH3:4])([CH3:2])[CH3:3]. (2) Given the reactants Cl[C:2]1[C:11]2[C:6](=[CH:7][CH:8]=[CH:9][CH:10]=2)[CH:5]=[CH:4][N:3]=1.[CH3:12][N:13]1[CH2:18][CH2:17][NH:16][CH2:15][CH2:14]1, predict the reaction product. The product is: [CH3:12][N:13]1[CH2:18][CH2:17][N:16]([C:2]2[C:11]3[C:6](=[CH:7][CH:8]=[CH:9][CH:10]=3)[CH:5]=[CH:4][N:3]=2)[CH2:15][CH2:14]1. (3) Given the reactants [NH2:1][C:2]1[CH:3]=[CH:4][C:5]([C:8]([NH2:10])=[NH:9])=[N:6][CH:7]=1.[CH2:11]([CH:18]([C:24](=O)[CH3:25])[C:19](OCC)=[O:20])[C:12]1[CH:17]=[CH:16][CH:15]=[CH:14][CH:13]=1.C(=O)([O-])[O-].[Na+].[Na+], predict the reaction product. The product is: [NH2:1][C:2]1[CH:3]=[CH:4][C:5]([C:8]2[N:10]=[C:19]([OH:20])[C:18]([CH2:11][C:12]3[CH:17]=[CH:16][CH:15]=[CH:14][CH:13]=3)=[C:24]([CH3:25])[N:9]=2)=[N:6][CH:7]=1. (4) Given the reactants [OH:1][CH2:2][C:3]1[CH:4]=[CH:5][C:6]([NH:9][C:10]2[N:11]=[C:12]3[C:18]([C:19](=[O:24])[C:20]([CH3:23])([CH3:22])[CH3:21])=[CH:17][N:16]([CH2:25][O:26][CH2:27][CH2:28][Si:29]([CH3:32])([CH3:31])[CH3:30])[C:13]3=[N:14][CH:15]=2)=[N:7][CH:8]=1, predict the reaction product. The product is: [C:19]([C:18]1[C:12]2[C:13](=[N:14][CH:15]=[C:10]([NH:9][C:6]3[CH:5]=[CH:4][C:3]([CH:2]=[O:1])=[CH:8][N:7]=3)[N:11]=2)[N:16]([CH2:25][O:26][CH2:27][CH2:28][Si:29]([CH3:30])([CH3:32])[CH3:31])[CH:17]=1)(=[O:24])[C:20]([CH3:23])([CH3:22])[CH3:21].